This data is from Forward reaction prediction with 1.9M reactions from USPTO patents (1976-2016). The task is: Predict the product of the given reaction. (1) Given the reactants [C:1]([CH2:3][P:4](=[O:11])([O:8][CH2:9][CH3:10])[O:5][CH2:6][CH3:7])#[N:2].C[Si]([N-][Si](C)(C)C)(C)C.[Na+].Br[CH2:23][C:24]([CH2:47][CH3:48])=[CH:25][CH2:26][C:27]1[C:35]([O:36][CH2:37][CH2:38][Si:39]([CH3:42])([CH3:41])[CH3:40])=[C:34]2[C:30]([CH2:31][O:32][C:33]2=[O:43])=[C:29]([CH3:44])[C:28]=1[O:45][CH3:46].[Cl-].[NH4+], predict the reaction product. The product is: [CH2:6]([O:5][P:4]([CH:3]([C:1]#[N:2])[CH2:23][C:24]([CH2:47][CH3:48])=[CH:25][CH2:26][C:27]1[C:35]([O:36][CH2:37][CH2:38][Si:39]([CH3:42])([CH3:40])[CH3:41])=[C:34]2[C:30](=[C:29]([CH3:44])[C:28]=1[O:45][CH3:46])[CH2:31][O:32][C:33]2=[O:43])(=[O:11])[O:8][CH2:9][CH3:10])[CH3:7]. (2) Given the reactants [F:1][C:2]1[CH:7]=[CH:6][C:5]([N:8]2[C:16]3[C:11](=[CH:12][C:13]([C:17]4(O)[CH2:22][CH2:21][CH2:20][CH2:19][CH2:18]4)=[CH:14][CH:15]=3)[CH:10]=[N:9]2)=[CH:4][CH:3]=1.[CH3:24][O:25][C:26]([O:30][Si](C)(C)C)=[C:27]([CH3:29])[CH3:28], predict the reaction product. The product is: [F:1][C:2]1[CH:7]=[CH:6][C:5]([N:8]2[C:16]3[C:11](=[CH:12][C:13]([C:17]4([C:27]([CH3:29])([CH3:28])[C:26]([O:25][CH3:24])=[O:30])[CH2:22][CH2:21][CH2:20][CH2:19][CH2:18]4)=[CH:14][CH:15]=3)[CH:10]=[N:9]2)=[CH:4][CH:3]=1. (3) Given the reactants [C:1]([N:8]1[CH2:13][CH2:12][NH:11][CH2:10][CH2:9]1)([O:3][C:4]([CH3:7])([CH3:6])[CH3:5])=[O:2].[Br:14][C:15]1[C:23]2[O:22][CH:21]=[C:20]([CH:24]=O)[C:19]=2[CH:18]=[CH:17][CH:16]=1.[BH-](OC(C)=O)(OC(C)=O)OC(C)=O.[Na+], predict the reaction product. The product is: [Br:14][C:15]1[C:23]2[O:22][CH:21]=[C:20]([CH2:24][N:11]3[CH2:10][CH2:9][N:8]([C:1]([O:3][C:4]([CH3:7])([CH3:6])[CH3:5])=[O:2])[CH2:13][CH2:12]3)[C:19]=2[CH:18]=[CH:17][CH:16]=1. (4) Given the reactants [CH2:1]([O:8][CH2:9][C@H:10]1[O:15][C@H:14]([O:16][CH3:17])[C@@H:13]2[C@@H:11]1[O:12]2)[C:2]1[CH:7]=[CH:6][CH:5]=[CH:4][CH:3]=1.[F-:18].[Na+].O, predict the reaction product. The product is: [CH2:1]([O:8][CH2:9][C@H:10]1[O:15][C@H:14]([O:16][CH3:17])[C@@H:13]([OH:12])[C@@H:11]1[F:18])[C:2]1[CH:7]=[CH:6][CH:5]=[CH:4][CH:3]=1. (5) Given the reactants F[C:2]1[CH:7]=[CH:6][C:5]([N+:8]([O-:10])=[O:9])=[CH:4][C:3]=1[F:11].[NH:12]1[CH2:17][CH2:16][O:15][CH2:14][C:13]1=[O:18].C([O-])([O-])=O.[K+].[K+], predict the reaction product. The product is: [F:11][C:3]1[CH:4]=[C:5]([N+:8]([O-:10])=[O:9])[CH:6]=[CH:7][C:2]=1[N:12]1[CH2:17][CH2:16][O:15][CH2:14][C:13]1=[O:18].